From a dataset of Catalyst prediction with 721,799 reactions and 888 catalyst types from USPTO. Predict which catalyst facilitates the given reaction. (1) Reactant: [OH:1][C:2]1[CH:3]=[C:4]([C:8]2[N:9]=[C:10]([C:17]3[CH:22]=[CH:21][N:20]=[C:19]([C:23]#[N:24])[CH:18]=3)[C:11]3[S:16][CH:15]=[CH:14][C:12]=3[N:13]=2)[CH:5]=[CH:6][CH:7]=1.[OH-:25].[Na+].OO. Product: [OH:1][C:2]1[CH:3]=[C:4]([C:8]2[N:9]=[C:10]([C:17]3[CH:22]=[CH:21][N:20]=[C:19]([C:23]([NH2:24])=[O:25])[CH:18]=3)[C:11]3[S:16][CH:15]=[CH:14][C:12]=3[N:13]=2)[CH:5]=[CH:6][CH:7]=1. The catalyst class is: 5. (2) Reactant: [O:1]1[C:5]2[CH:6]=[CH:7][C:8]([C:10]3[CH:11]=[C:12]([CH:15]=[C:16]([O:18][CH2:19][C:20]4[CH:25]=[CH:24][C:23]([O:26][CH3:27])=[CH:22][CH:21]=4)[CH:17]=3)[C:13]#N)=[CH:9][C:4]=2[O:3][CH2:2]1.[CH:28]1([Mg]Cl)[CH2:30][CH2:29]1.S(=O)(=O)(O)[OH:34]. Product: [O:1]1[C:5]2[CH:6]=[CH:7][C:8]([C:10]3[CH:11]=[C:12]([C:13]([CH:28]4[CH2:30][CH2:29]4)=[O:34])[CH:15]=[C:16]([O:18][CH2:19][C:20]4[CH:25]=[CH:24][C:23]([O:26][CH3:27])=[CH:22][CH:21]=4)[CH:17]=3)=[CH:9][C:4]=2[O:3][CH2:2]1. The catalyst class is: 165.